This data is from NCI-60 drug combinations with 297,098 pairs across 59 cell lines. The task is: Regression. Given two drug SMILES strings and cell line genomic features, predict the synergy score measuring deviation from expected non-interaction effect. Drug 1: C1=CN(C=N1)CC(O)(P(=O)(O)O)P(=O)(O)O. Drug 2: C1CN1C2=NC(=NC(=N2)N3CC3)N4CC4. Cell line: LOX IMVI. Synergy scores: CSS=26.2, Synergy_ZIP=-1.29, Synergy_Bliss=-2.81, Synergy_Loewe=-15.0, Synergy_HSA=-3.67.